Dataset: Full USPTO retrosynthesis dataset with 1.9M reactions from patents (1976-2016). Task: Predict the reactants needed to synthesize the given product. (1) Given the product [F:45][C:33]1([C:36]2[N:40]([CH3:41])[N:39]=[CH:38][C:37]=2[N+:42]([O-:44])=[O:43])[CH2:34][CH2:35][CH:29]([NH:26][C:16](=[O:22])[O:17][C:18]([CH3:21])([CH3:20])[CH3:19])[CH:30]([OH:46])[CH2:31][CH2:32]1, predict the reactants needed to synthesize it. The reactants are: CN1C(N2CC3OC(CC3N[C:16](=[O:22])[O:17][C:18]([CH3:21])([CH3:20])[CH3:19])C2)=C([N+]([O-])=O)C=N1.[N:26]([CH:29]1[CH2:35][CH2:34][C:33]([F:45])([C:36]2[N:40]([CH3:41])[N:39]=[CH:38][C:37]=2[N+:42]([O-:44])=[O:43])[CH2:32][CH2:31][CH:30]1[OH:46])=[N+]=[N-]. (2) Given the product [Cl:26][CH:2]1[C:15]2[CH:14]=[C:13]3[C:8]([CH:9]=[CH:10][CH:11]=[CH:12]3)=[N:7][C:6]=2[C:5]2=[C:16]([Si:20]([CH3:23])([CH3:22])[CH3:21])[C:17](=[O:19])[CH2:18][CH:4]2[CH2:3]1, predict the reactants needed to synthesize it. The reactants are: O[CH:2]1[C:15]2[CH:14]=[C:13]3[C:8]([CH:9]=[CH:10][CH:11]=[CH:12]3)=[N:7][C:6]=2[C:5]2=[C:16]([Si:20]([CH3:23])([CH3:22])[CH3:21])[C:17](=[O:19])[CH2:18][CH:4]2[CH2:3]1.O=S(Cl)[Cl:26].C([O-])(O)=O.[Na+].